From a dataset of Reaction yield outcomes from USPTO patents with 853,638 reactions. Predict the reaction yield, written as a fraction of the theoretical maximum amount of product (1.0 means a 100% yield; for example, 0.34 means a 34% yield). (1) The reactants are [F:1][C:2]1[CH:7]=[C:6]([C:8]([F:11])([F:10])[F:9])[C:5]([F:12])=[CH:4][C:3]=1NC(=O)C.C(Cl)(=O)C.N([O-])=O.[Na+].[I-:25].[Na+].S(=O)(=O)(O)[O-].[Na+]. The catalyst is CO.O.ClCCl. The product is [F:1][C:2]1[CH:7]=[C:6]([C:8]([F:11])([F:10])[F:9])[C:5]([F:12])=[CH:4][C:3]=1[I:25]. The yield is 0.200. (2) The reactants are [F:1][C:2]([F:26])([F:25])[C:3]1[C:11]2[CH2:10][CH2:9][CH2:8][CH2:7][C:6]=2[N:5]([CH2:12][CH2:13][O:14][C:15]2[CH:24]=[CH:23][C:18]([C:19]([O:21]C)=[O:20])=[CH:17][CH:16]=2)[N:4]=1.[OH-].[Na+].Cl.O. The catalyst is C(O)C. The product is [F:26][C:2]([F:1])([F:25])[C:3]1[C:11]2[CH2:10][CH2:9][CH2:8][CH2:7][C:6]=2[N:5]([CH2:12][CH2:13][O:14][C:15]2[CH:16]=[CH:17][C:18]([C:19]([OH:21])=[O:20])=[CH:23][CH:24]=2)[N:4]=1. The yield is 0.850. (3) The reactants are [C:1]([O:4][C@@H:5]1[C@@H:10]([O:11][C:12](=[O:14])[CH3:13])[C@H:9]([O:15][C:16](=[O:18])[CH3:17])[C@@H:8](O/C(/C(OCC)=O)=C\C2C=CC=CC=2F)[O:7][C@H:6]1[CH2:34][O:35][C:36](=[O:38])[CH3:37])(=[O:3])[CH3:2].[F:39][C:40]1[CH:41]=[C:42]([CH2:46][C:47](=[O:53])[C:48]([O:50][CH2:51][CH3:52])=[O:49])[CH:43]=[CH:44][CH:45]=1.[H-].[Na+].[Br-].C(O[C@@H]1[C@@H](OC(=O)C)[C@@H](OC(=O)C)[C@@H](COC(=O)C)O[C@@H]1O)(=O)C. No catalyst specified. The product is [C:1]([O:4][C@H:5]1[C@@H:10]([O:11][C:12](=[O:14])[CH3:13])[C@H:9]([O:15][C:16](=[O:18])[CH3:17])[C@@H:8]([O:53]/[C:47](/[C:48]([O:50][CH2:51][CH3:52])=[O:49])=[CH:46]\[C:42]2[CH:43]=[CH:44][CH:45]=[C:40]([F:39])[CH:41]=2)[O:7][C@H:6]1[CH2:34][O:35][C:36](=[O:38])[CH3:37])(=[O:3])[CH3:2]. The yield is 0.790. (4) The reactants are [H-].[Na+].[N+:3]([C:6]1[CH:14]=[C:13]2[C:9]([CH:10]=[CH:11][NH:12]2)=[CH:8][CH:7]=1)([O-:5])=[O:4].[OH:15][C:16]1[CH:17]=[C:18]([CH:21]=[CH:22][CH:23]=1)[C:19]#[N:20].I[CH2:25]I. The catalyst is CN(C=O)C. The product is [N+:3]([C:6]1[CH:14]=[C:13]2[C:9]([CH:10]=[CH:11][N:12]2[CH2:25][O:15][C:16]2[CH:17]=[C:18]([CH:21]=[CH:22][CH:23]=2)[C:19]#[N:20])=[CH:8][CH:7]=1)([O-:5])=[O:4]. The yield is 0.510.